Task: Predict the reaction yield, written as a fraction of the theoretical maximum amount of product (1.0 means a 100% yield; for example, 0.34 means a 34% yield).. Dataset: Reaction yield outcomes from USPTO patents with 853,638 reactions The reactants are [CH3:1][C:2]([C:6]1[NH:7][C:8]2[C:13]([CH:14]=1)=[CH:12][C:11]([N+:15]([O-:17])=[O:16])=[CH:10][CH:9]=2)([CH3:5])[CH2:3][NH2:4].CCN(CC)CC.[C:25](O[C:25]([O:27][C:28]([CH3:31])([CH3:30])[CH3:29])=[O:26])([O:27][C:28]([CH3:31])([CH3:30])[CH3:29])=[O:26].O. The catalyst is C1COCC1. The product is [CH3:5][C:2]([C:6]1[NH:7][C:8]2[C:13]([CH:14]=1)=[CH:12][C:11]([N+:15]([O-:17])=[O:16])=[CH:10][CH:9]=2)([CH3:1])[CH2:3][NH:4][C:25](=[O:26])[O:27][C:28]([CH3:31])([CH3:30])[CH3:29]. The yield is 0.670.